From a dataset of Full USPTO retrosynthesis dataset with 1.9M reactions from patents (1976-2016). Predict the reactants needed to synthesize the given product. (1) The reactants are: Br[CH2:2][C:3]1[CH:8]=[C:7]([F:9])[C:6]([C:10]2[N:15]=[C:14]([C:16]([O:18][CH3:19])=[O:17])[CH:13]=[CH:12][C:11]=2[F:20])=[C:5]([F:21])[CH:4]=1.[C:22](#[N:24])C. Given the product [C:22]([CH2:2][C:3]1[CH:8]=[C:7]([F:9])[C:6]([C:10]2[N:15]=[C:14]([C:16]([O:18][CH3:19])=[O:17])[CH:13]=[CH:12][C:11]=2[F:20])=[C:5]([F:21])[CH:4]=1)#[N:24], predict the reactants needed to synthesize it. (2) Given the product [CH3:18][O:19][C:20]([C:22]1([CH3:33])[O:23][CH2:24][CH:25]([CH2:28][CH2:29][CH2:30][CH2:31][N:10]2[C:11]3[CH:16]=[CH:15][CH:14]=[CH:13][C:12]=3[O:7][CH2:8][C:9]2=[O:17])[CH2:26][O:27]1)=[O:21], predict the reactants needed to synthesize it. The reactants are: C(=O)([O-])[O-].[Cs+].[Cs+].[O:7]1[C:12]2[CH:13]=[CH:14][CH:15]=[CH:16][C:11]=2[NH:10][C:9](=[O:17])[CH2:8]1.[CH3:18][O:19][C:20]([C:22]1([CH3:33])[O:27][CH2:26][CH:25]([CH2:28][CH2:29][CH2:30][CH2:31]I)[CH2:24][O:23]1)=[O:21]. (3) Given the product [Cl:1][C:2]1[CH:7]=[C:6]([Cl:8])[CH:5]=[CH:4][C:3]=1[C:9]1[C:30](=[O:31])[N:29]([CH3:32])[C:12]2[N:13]([CH3:28])[C:14]3[C:19]([C:11]=2[CH:10]=1)=[CH:18][C:17]([C:20]1[N:41]([CH2:39][CH3:40])[N:42]=[CH:22][C:21]=1[CH3:26])=[CH:16][CH:15]=3, predict the reactants needed to synthesize it. The reactants are: [Cl:1][C:2]1[CH:7]=[C:6]([Cl:8])[CH:5]=[CH:4][C:3]=1[C:9]1[C:30](=[O:31])[N:29]([CH3:32])[C:12]2[N:13]([CH3:28])[C:14]3[C:19]([C:11]=2[CH:10]=1)=[CH:18][C:17]([C:20](=O)[C:21]([CH3:26])=[CH:22]N(C)C)=[CH:16][CH:15]=3.C(O)(=O)C(O)=O.[CH2:39]([NH:41][NH2:42])[CH3:40]. (4) Given the product [C:1]([CH2:3][CH2:4][C@H:5]([C:14]1[C:18]([CH:19]2[CH2:20][CH2:21]2)=[C:17]([CH:22]2[CH2:23][CH:24]([CH2:26][CH:27]([CH3:29])[CH3:28])[CH2:25]2)[O:16][N:15]=1)[CH2:6][C:7]([OH:9])=[O:8])#[N:2], predict the reactants needed to synthesize it. The reactants are: [C:1]([CH2:3][CH2:4][C@H:5]([C:14]1[C:18]([CH:19]2[CH2:21][CH2:20]2)=[C:17]([CH:22]2[CH2:25][CH:24]([CH2:26][CH:27]([CH3:29])[CH3:28])[CH2:23]2)[O:16][N:15]=1)[CH2:6][C:7]([O:9]C(C)(C)C)=[O:8])#[N:2].FC(F)(F)C(O)=O. (5) Given the product [CH2:1]([O:6][C:7]1[CH:12]=[CH:11][C:10]([C:13]2[O:27][N:31]=[C:15]([C:17]3[CH:26]=[CH:25][C:20]([C:21]([OH:23])=[O:22])=[CH:19][CH:18]=3)[CH:14]=2)=[CH:9][CH:8]=1)[CH2:2][CH2:3][CH2:4][CH3:5], predict the reactants needed to synthesize it. The reactants are: [CH2:1]([O:6][C:7]1[CH:12]=[CH:11][C:10]([C:13](=[O:27])[CH2:14][C:15]([C:17]2[CH:26]=[CH:25][C:20]([C:21]([O:23]C)=[O:22])=[CH:19][CH:18]=2)=O)=[CH:9][CH:8]=1)[CH2:2][CH2:3][CH2:4][CH3:5].[OH-].[Na+].Cl.[NH2:31]O.Cl.